This data is from Catalyst prediction with 721,799 reactions and 888 catalyst types from USPTO. The task is: Predict which catalyst facilitates the given reaction. (1) Reactant: [C:1]([O:5][C:6]([N:8]1[CH2:13][C@H:12]([CH:14]2[CH2:19][CH2:18][CH2:17][CH2:16][CH2:15]2)[CH2:11][C@H:10]([C:20](O)=[O:21])[CH2:9]1)=[O:7])([CH3:4])([CH3:3])[CH3:2]. Product: [CH:14]1([C@H:12]2[CH2:11][C@@H:10]([CH2:20][OH:21])[CH2:9][N:8]([C:6]([O:5][C:1]([CH3:4])([CH3:3])[CH3:2])=[O:7])[CH2:13]2)[CH2:15][CH2:16][CH2:17][CH2:18][CH2:19]1. The catalyst class is: 1. (2) Reactant: Br[C:2]1[CH:7]=[C:6]([CH2:8][N:9]2[CH2:14][CH2:13][N:12]([C:15](=[O:24])[C:16]3[CH:21]=[CH:20][CH:19]=[C:18]([Cl:22])[C:17]=3[F:23])[CH2:11][CH2:10]2)[N:5]=[C:4]([NH:25][C:26]2[S:27][CH:28]=[CH:29][N:30]=2)[CH:3]=1.[NH:31]1[CH2:35][CH2:34][CH2:33][C:32]1=[O:36].P([O-])([O-])([O-])=O.[K+].[K+].[K+].CC1(C)C2C=CC=C(P(C3C=CC=CC=3)C3C=CC=CC=3)C=2OC2C1=CC=CC=2P(C1C=CC=CC=1)C1C=CC=CC=1. Product: [Cl:22][C:18]1[C:17]([F:23])=[C:16]([CH:21]=[CH:20][CH:19]=1)[C:15]([N:12]1[CH2:13][CH2:14][N:9]([CH2:8][C:6]2[CH:7]=[C:2]([N:31]3[CH2:35][CH2:34][CH2:33][C:32]3=[O:36])[CH:3]=[C:4]([NH:25][C:26]3[S:27][CH:28]=[CH:29][N:30]=3)[N:5]=2)[CH2:10][CH2:11]1)=[O:24]. The catalyst class is: 155.